This data is from Forward reaction prediction with 1.9M reactions from USPTO patents (1976-2016). The task is: Predict the product of the given reaction. (1) The product is: [F:49][CH2:48][CH2:47][O:38][C:35]1[CH:36]=[CH:37][C:32]([CH:26]([NH:25][C:24]([C@@H:20]2[CH2:21][CH2:22][CH2:23][N:18]([C:16](=[O:17])[CH2:15][CH2:14][CH:11]3[CH2:10][CH2:9][N:8]([C:6]([O:5][C:1]([CH3:4])([CH3:2])[CH3:3])=[O:7])[CH2:13][CH2:12]3)[CH2:19]2)=[O:39])[CH2:27][C:28]([O:30][CH3:31])=[O:29])=[CH:33][CH:34]=1. Given the reactants [C:1]([O:5][C:6]([N:8]1[CH2:13][CH2:12][CH:11]([CH2:14][CH2:15][C:16]([N:18]2[CH2:23][CH2:22][CH2:21][C@@H:20]([C:24](=[O:39])[NH:25][CH:26]([C:32]3[CH:37]=[CH:36][C:35]([OH:38])=[CH:34][CH:33]=3)[CH2:27][C:28]([O:30][CH3:31])=[O:29])[CH2:19]2)=[O:17])[CH2:10][CH2:9]1)=[O:7])([CH3:4])([CH3:3])[CH3:2].C(=O)([O-])[O-].[Cs+].[Cs+].I[CH2:47][CH2:48][F:49], predict the reaction product. (2) Given the reactants [C:1]([O:5][C:6]([NH:8][C@H:9]([C:16]([OH:18])=O)[CH2:10][C:11]1[N:15]=[CH:14][NH:13][CH:12]=1)=[O:7])([CH3:4])([CH3:3])[CH3:2].[CH2:19]([O:21][C:22]([N:24]1[CH2:29][CH2:28][NH:27][CH2:26][CH2:25]1)=[O:23])[CH3:20].CCN=C=NCCCN(C)C.Cl.C1C=CC2N(O)N=NC=2C=1, predict the reaction product. The product is: [CH2:19]([O:21][C:22]([N:24]1[CH2:25][CH2:26][N:27]([C:16]([CH:9]([NH:8][C:6]([O:5][C:1]([CH3:2])([CH3:3])[CH3:4])=[O:7])[CH2:10][C:11]2[N:15]=[CH:14][NH:13][CH:12]=2)=[O:18])[CH2:28][CH2:29]1)=[O:23])[CH3:20]. (3) The product is: [CH:17]([O:20][CH2:21][CH2:22][O:23][C:24]1[CH:25]=[C:26]([NH:27][C:14](=[O:16])[CH2:13][N:10]2[C:9]3[C:4]([N+:1]([O-:3])=[O:2])=[CH:5][CH:6]=[CH:7][C:8]=3[N:12]=[CH:11]2)[CH:28]=[C:29]([O:31][CH3:32])[CH:30]=1)([CH3:19])[CH3:18]. Given the reactants [N+:1]([C:4]1[C:9]2[N:10]([CH2:13][C:14]([OH:16])=O)[CH:11]=[N:12][C:8]=2[CH:7]=[CH:6][CH:5]=1)([O-:3])=[O:2].[CH:17]([O:20][CH2:21][CH2:22][O:23][C:24]1[CH:25]=[C:26]([CH:28]=[C:29]([O:31][CH3:32])[CH:30]=1)[NH2:27])([CH3:19])[CH3:18], predict the reaction product. (4) Given the reactants [CH3:1][N:2]1[CH:6]=[C:5]([C:7]2[CH:8]=[C:9]3[C:13](=[CH:14][CH:15]=2)[N:12]=[CH:11][C:10]23[CH2:18][CH2:17][CH2:16]2)[CH:4]=[N:3]1.[BH3-]C#N.[Na+], predict the reaction product. The product is: [CH3:1][N:2]1[CH:6]=[C:5]([C:7]2[CH:8]=[C:9]3[C:13](=[CH:14][CH:15]=2)[NH:12][CH2:11][C:10]23[CH2:16][CH2:17][CH2:18]2)[CH:4]=[N:3]1.